Dataset: Merck oncology drug combination screen with 23,052 pairs across 39 cell lines. Task: Regression. Given two drug SMILES strings and cell line genomic features, predict the synergy score measuring deviation from expected non-interaction effect. (1) Drug 1: CC1CC2C3CCC4=CC(=O)C=CC4(C)C3(F)C(O)CC2(C)C1(O)C(=O)CO. Drug 2: NC1(c2ccc(-c3nc4ccn5c(=O)[nH]nc5c4cc3-c3ccccc3)cc2)CCC1. Cell line: ES2. Synergy scores: synergy=-18.5. (2) Drug 1: CC(=O)OC1C(=O)C2(C)C(O)CC3OCC3(OC(C)=O)C2C(OC(=O)c2ccccc2)C2(O)CC(OC(=O)C(O)C(NC(=O)c3ccccc3)c3ccccc3)C(C)=C1C2(C)C. Drug 2: CCN(CC)CCNC(=O)c1c(C)[nH]c(C=C2C(=O)Nc3ccc(F)cc32)c1C. Cell line: KPL1. Synergy scores: synergy=11.9. (3) Drug 1: O=S1(=O)NC2(CN1CC(F)(F)F)C1CCC2Cc2cc(C=CCN3CCC(C(F)(F)F)CC3)ccc2C1. Drug 2: COC1CC2CCC(C)C(O)(O2)C(=O)C(=O)N2CCCCC2C(=O)OC(C(C)CC2CCC(OP(C)(C)=O)C(OC)C2)CC(=O)C(C)C=C(C)C(O)C(OC)C(=O)C(C)CC(C)C=CC=CC=C1C. Cell line: DLD1. Synergy scores: synergy=22.1. (4) Drug 1: O=P1(N(CCCl)CCCl)NCCCO1. Drug 2: CS(=O)(=O)CCNCc1ccc(-c2ccc3ncnc(Nc4ccc(OCc5cccc(F)c5)c(Cl)c4)c3c2)o1. Cell line: SKMES1. Synergy scores: synergy=-2.03. (5) Drug 1: C#Cc1cccc(Nc2ncnc3cc(OCCOC)c(OCCOC)cc23)c1. Drug 2: CCc1c2c(nc3ccc(O)cc13)-c1cc3c(c(=O)n1C2)COC(=O)C3(O)CC. Cell line: NCIH1650. Synergy scores: synergy=4.94. (6) Drug 1: O=c1[nH]cc(F)c(=O)[nH]1. Drug 2: N#Cc1ccc(Cn2cncc2CN2CCN(c3cccc(Cl)c3)C(=O)C2)cc1. Cell line: VCAP. Synergy scores: synergy=12.7. (7) Drug 1: CN(C)C(=N)N=C(N)N. Drug 2: Cn1nnc2c(C(N)=O)ncn2c1=O. Cell line: UWB1289. Synergy scores: synergy=6.95. (8) Drug 1: CCC1=CC2CN(C1)Cc1c([nH]c3ccccc13)C(C(=O)OC)(c1cc3c(cc1OC)N(C)C1C(O)(C(=O)OC)C(OC(C)=O)C4(CC)C=CCN5CCC31C54)C2. Drug 2: C#Cc1cccc(Nc2ncnc3cc(OCCOC)c(OCCOC)cc23)c1. Cell line: A2780. Synergy scores: synergy=-7.82.